Task: Binary Classification. Given a miRNA mature sequence and a target amino acid sequence, predict their likelihood of interaction.. Dataset: Experimentally validated miRNA-target interactions with 360,000+ pairs, plus equal number of negative samples The miRNA is hsa-miR-6875-5p with sequence UGAGGGACCCAGGACAGGAGA. The protein sequence of the target gene is MGAASCEDEELEFKLVFGEEKEAPPLGPGGPGEELDSEDAPPCCRLALGEPLPYGAAPIGIPRPPPPRPGMHSPPPRPAPSPGTWESQPPRSVRLGGPGGTAGGTGGGRVLECPSIRITSISPTPDPPTSLEDAPETWGDGSPRDYPPPEGFGGYREAGGQGGGAFFSPSPGSSSLSSWSFFSDASDEAALYAACDEVESELNEAASRFGLSSPLPSPRASPRPWTPEDPWSLYGPSSGGRAPEDSWLLLSAPGPIPASPRPASPCGKRRYSSSGTPSSASPALSRRGSLGEEGPEPPPP.... Result: 0 (no interaction).